From a dataset of Catalyst prediction with 721,799 reactions and 888 catalyst types from USPTO. Predict which catalyst facilitates the given reaction. (1) Reactant: [CH2:1]([O:8][C:9]([NH:11][C@H:12]([C:32](OC)=[O:33])[CH2:13][NH:14][C:15]1[C:20]2[CH:21]=[C:22]([C:24]3[CH:29]=[CH:28][CH:27]=[CH:26][CH:25]=3)[S:23][C:19]=2[C:18]([C:30]#[N:31])=[CH:17][N:16]=1)=[O:10])[C:2]1[CH:7]=[CH:6][CH:5]=[CH:4][CH:3]=1.[BH4-].[Na+]. Product: [C:30]([C:18]1[C:19]2[S:23][C:22]([C:24]3[CH:29]=[CH:28][CH:27]=[CH:26][CH:25]=3)=[CH:21][C:20]=2[C:15]([NH:14][CH2:13][C@H:12]([NH:11][C:9](=[O:10])[O:8][CH2:1][C:2]2[CH:7]=[CH:6][CH:5]=[CH:4][CH:3]=2)[CH2:32][OH:33])=[N:16][CH:17]=1)#[N:31]. The catalyst class is: 36. (2) Reactant: [N:1]1[C:10]2[C:5](=[CH:6][C:7]([O:11][C:12](=[O:14])[CH3:13])=[CH:8][CH:9]=2)[CH:4]=[CH:3][CH:2]=1.N1C=CC=CC=1.[Br:21]Br. Product: [Br:21][C:3]1[CH:2]=[N:1][C:10]2[C:5]([CH:4]=1)=[CH:6][C:7]([O:11][C:12](=[O:14])[CH3:13])=[CH:8][CH:9]=2. The catalyst class is: 53. (3) Reactant: [NH2:1][C:2]1[CH:11]=[CH:10][CH:9]=[C:8]2[C:3]=1[CH:4]=[CH:5][N:6]([C@H:13]([CH:17]([CH3:19])[CH3:18])[C:14]([NH2:16])=[O:15])[C:7]2=[O:12].[CH:20]1([CH2:27][C:28](O)=[O:29])[CH2:26][CH2:25][CH2:24][CH2:23][CH2:22][CH2:21]1.F[P-](F)(F)(F)(F)F.C[N+](C)=C(N(C)C)ON1C2N=CC=CC=2N=N1.C(N(CC)C(C)C)(C)C.CN(C)C=O. Product: [CH:20]1([CH2:27][C:28]([NH:1][C:2]2[CH:11]=[CH:10][CH:9]=[C:8]3[C:3]=2[CH:4]=[CH:5][N:6]([C@H:13]([CH:17]([CH3:19])[CH3:18])[C:14]([NH2:16])=[O:15])[C:7]3=[O:12])=[O:29])[CH2:26][CH2:25][CH2:24][CH2:23][CH2:22][CH2:21]1. The catalyst class is: 2. (4) Reactant: Cl.[N+:2]([C:5]1[CH:6]=[C:7]([CH:10]=[CH:11][CH:12]=1)[CH2:8][NH2:9])([O-:4])=[O:3].C([O-])(O)=O.[Na+].[S:18](N)([NH2:21])(=[O:20])=[O:19].Cl. Product: [N+:2]([C:5]1[CH:6]=[C:7]([CH:10]=[CH:11][CH:12]=1)[CH2:8][NH:9][S:18]([NH2:21])(=[O:20])=[O:19])([O-:4])=[O:3]. The catalyst class is: 6. (5) Reactant: [C:1]([O:5][C:6](=[O:13])[NH:7][C@H:8]1[CH2:12][CH2:11][NH:10][CH2:9]1)([CH3:4])([CH3:3])[CH3:2].[C:14]1([CH:20]([C:23]2[CH:28]=[CH:27][CH:26]=[CH:25][CH:24]=2)[CH:21]=O)[CH:19]=[CH:18][CH:17]=[CH:16][CH:15]=1. Product: [C:1]([O:5][C:6](=[O:13])[NH:7][C@H:8]1[CH2:12][CH2:11][N:10]([CH2:21][CH:20]([C:14]2[CH:19]=[CH:18][CH:17]=[CH:16][CH:15]=2)[C:23]2[CH:28]=[CH:27][CH:26]=[CH:25][CH:24]=2)[CH2:9]1)([CH3:4])([CH3:2])[CH3:3]. The catalyst class is: 76. (6) Reactant: C(O[C:4](=[O:26])[CH2:5][CH2:6][C:7]1[C:8](Cl)=[N:9][C:10]([NH:14][C:15]2[CH:20]=[CH:19][C:18]([CH:21]([CH3:23])[CH3:22])=[CH:17][C:16]=2[Br:24])=[N:11][C:12]=1[CH3:13])C.[CH2:27]([CH:29]([NH2:32])[CH2:30][CH3:31])[CH3:28]. Product: [Br:24][C:16]1[CH:17]=[C:18]([CH:21]([CH3:23])[CH3:22])[CH:19]=[CH:20][C:15]=1[NH:14][C:10]1[N:11]=[C:12]([CH3:13])[C:7]2[CH2:6][CH2:5][C:4](=[O:26])[N:32]([CH:29]([CH2:30][CH3:31])[CH2:27][CH3:28])[C:8]=2[N:9]=1. The catalyst class is: 60.